From a dataset of Forward reaction prediction with 1.9M reactions from USPTO patents (1976-2016). Predict the product of the given reaction. The product is: [Cl:1][C:2]1[C:3]([NH:20][CH:21]2[CH2:26][CH2:25][NH:24][CH2:23][CH:22]2[CH2:34][CH3:35])=[N:4][C:5]([NH:8][C:9]2[CH:10]=[CH:11][C:12]3[C:16]([CH:17]=2)=[N:15][N:14]([CH3:18])[C:13]=3[CH3:19])=[N:6][CH:7]=1. Given the reactants [Cl:1][C:2]1[C:3]([NH:20][CH:21]2[CH2:26][CH2:25][N:24](C(OC(C)(C)C)=O)[CH2:23][CH:22]2[CH2:34][CH3:35])=[N:4][C:5]([NH:8][C:9]2[CH:10]=[CH:11][C:12]3[C:16]([CH:17]=2)=[N:15][N:14]([CH3:18])[C:13]=3[CH3:19])=[N:6][CH:7]=1.Cl, predict the reaction product.